Dataset: Reaction yield outcomes from USPTO patents with 853,638 reactions. Task: Predict the reaction yield, written as a fraction of the theoretical maximum amount of product (1.0 means a 100% yield; for example, 0.34 means a 34% yield). (1) The reactants are [CH2:1]1[CH2:6][CH2:5][C:4]([CH2:11][NH2:12])([CH2:7][C:8]([OH:10])=[O:9])[CH2:3][CH2:2]1.C(=O)([O-])[O-].[K+].[K+].[C:19](O[C:19]([O:21][C:22]([CH3:25])([CH3:24])[CH3:23])=[O:20])([O:21][C:22]([CH3:25])([CH3:24])[CH3:23])=[O:20]. The catalyst is O.O1CCOCC1. The product is [C:22]([O:21][C:19]([NH:12][CH2:11][C:4]1([CH2:7][C:8]([OH:10])=[O:9])[CH2:3][CH2:2][CH2:1][CH2:6][CH2:5]1)=[O:20])([CH3:25])([CH3:24])[CH3:23]. The yield is 0.800. (2) The reactants are [Br:1][C:2]1[CH:8]=[CH:7][CH:6]=[CH:5][C:3]=1[NH2:4].C(N(CC)CC)C.[F:16][C:17]([F:28])([F:27])[C:18](O[C:18](=[O:19])[C:17]([F:28])([F:27])[F:16])=[O:19]. The catalyst is C(Cl)Cl. The product is [Br:1][C:2]1[CH:8]=[CH:7][CH:6]=[CH:5][C:3]=1[NH:4][C:18](=[O:19])[C:17]([F:28])([F:27])[F:16]. The yield is 0.890. (3) The reactants are [CH2:1]1[CH:6]2[CH2:7][C:8]3([NH2:11])[CH2:10][CH:4]([CH2:5]2)[CH2:3][CH:2]1[CH2:9]3.Cl[CH2:13][C:14]1[O:18][N:17]=[C:16]([C:19]2[CH:24]=[CH:23][C:22]([O:25][CH3:26])=[CH:21][CH:20]=2)[CH:15]=1. No catalyst specified. The product is [CH3:26][O:25][C:22]1[CH:21]=[CH:20][C:19]([C:16]2[CH:15]=[C:14]([CH2:13][NH:11][C:8]34[CH2:10][CH:4]5[CH2:5][CH:6]([CH2:1][CH:2]([CH2:3]5)[CH2:9]3)[CH2:7]4)[O:18][N:17]=2)=[CH:24][CH:23]=1. The yield is 0.800. (4) The reactants are [O:1]=[C:2]1[NH:6][CH2:5][CH2:4][N:3]1[C:7]1[CH:8]=[C:9]([CH2:13][C:14](OC)=[O:15])[CH:10]=[CH:11][CH:12]=1.[BH4-].[Li+].O. The catalyst is ClCCl. The product is [OH:15][CH2:14][CH2:13][C:9]1[CH:8]=[C:7]([N:3]2[CH2:4][CH2:5][NH:6][C:2]2=[O:1])[CH:12]=[CH:11][CH:10]=1. The yield is 0.750. (5) The reactants are [C:1]([C:3]1[CH:10]=[CH:9][CH:8]=[CH:7][C:4]=1[CH:5]=[O:6])#[CH:2].[CH2:11]([N:18]=[N+:19]=[N-:20])[C:12]1[CH:17]=[CH:16][CH:15]=[CH:14][CH:13]=1. The catalyst is CN(C)C=O.O. The product is [CH2:11]([N:18]1[CH:2]=[C:1]([C:3]2[CH:10]=[CH:9][CH:8]=[CH:7][C:4]=2[CH:5]=[O:6])[N:20]=[N:19]1)[C:12]1[CH:17]=[CH:16][CH:15]=[CH:14][CH:13]=1.[CH2:11]([N:18]1[C:1]([C:3]2[CH:10]=[CH:9][CH:8]=[CH:7][C:4]=2[CH:5]=[O:6])=[CH:2][N:20]=[N:19]1)[C:12]1[CH:17]=[CH:16][CH:15]=[CH:14][CH:13]=1. The yield is 0.650. (6) The reactants are [C:1]([O:5][C:6]([N:8]1[CH2:13][CH2:12][CH:11]([C:14]#[N:15])[CH2:10][CH2:9]1)=[O:7])([CH3:4])([CH3:3])[CH3:2].[N-:16]=[N+:17]=[N-:18].[Na+].[Cl-].[NH4+]. The catalyst is CN(C=O)C. The product is [C:1]([O:5][C:6]([N:8]1[CH2:13][CH2:12][CH:11]([C:14]2[NH:18][N:17]=[N:16][N:15]=2)[CH2:10][CH2:9]1)=[O:7])([CH3:4])([CH3:2])[CH3:3]. The yield is 0.600. (7) The reactants are I.[NH2:2][C:3]1[C:4]([C:11]([NH:13][C:14](=[NH:17])SC)=[O:12])=[N:5][C:6]([Cl:10])=[C:7]([NH2:9])[N:8]=1.C(N(CC)CC)C.[CH2:25]([O:27][C:28](=[O:42])[CH2:29][O:30][C:31]1[CH:36]=[CH:35][C:34]([CH2:37][CH2:38][CH2:39][CH2:40][NH2:41])=[CH:33][CH:32]=1)[CH3:26]. The catalyst is C1COCC1. The product is [CH2:25]([O:27][C:28](=[O:42])[CH2:29][O:30][C:31]1[CH:36]=[CH:35][C:34]([CH2:37][CH2:38][CH2:39][CH2:40][NH:41][C:14]([NH2:17])=[N:13][C:11]([C:4]2[C:3]([NH2:2])=[N:8][C:7]([NH2:9])=[C:6]([Cl:10])[N:5]=2)=[O:12])=[CH:33][CH:32]=1)[CH3:26]. The yield is 0.570. (8) The reactants are [F:1][C:2]1[CH:7]=[C:6]([F:8])[CH:5]=[CH:4][C:3]=1[C:9]1[N:10]=[C:11]([CH:26]2[CH2:31][CH2:30][N:29](C(OC(C)(C)C)=O)[CH2:28][CH2:27]2)[S:12][C:13]=1[C:14]1[CH:15]=[CH:16][C:17]2[N:18]([C:20]([CH:23]([CH3:25])[CH3:24])=[N:21][N:22]=2)[N:19]=1.C(O)(C(F)(F)F)=O.CCOCC. The catalyst is C(Cl)Cl. The product is [F:1][C:2]1[CH:7]=[C:6]([F:8])[CH:5]=[CH:4][C:3]=1[C:9]1[N:10]=[C:11]([CH:26]2[CH2:31][CH2:30][NH:29][CH2:28][CH2:27]2)[S:12][C:13]=1[C:14]1[CH:15]=[CH:16][C:17]2[N:18]([C:20]([CH:23]([CH3:25])[CH3:24])=[N:21][N:22]=2)[N:19]=1. The yield is 0.760. (9) The reactants are C([O:8][C:9]1[C:14](=[O:15])[N:13]=[C:12]([CH2:16][C:17]2[CH:22]=[CH:21][CH:20]=[CH:19][C:18]=2Br)[N:11]2[CH2:24][CH2:25][N:26]([CH:29]([CH3:31])[CH3:30])[C:27](=[O:28])[C:10]=12)C1C=CC=CC=1.[Cl:32][C:33]1[CH:34]=[C:35](B(O)O)[CH:36]=[CH:37][C:38]=1[Cl:39].C([O-])([O-])=O.[Na+].[Na+].ClCCl. The catalyst is CO.C1C=CC([P]([Pd]([P](C2C=CC=CC=2)(C2C=CC=CC=2)C2C=CC=CC=2)([P](C2C=CC=CC=2)(C2C=CC=CC=2)C2C=CC=CC=2)[P](C2C=CC=CC=2)(C2C=CC=CC=2)C2C=CC=CC=2)(C2C=CC=CC=2)C2C=CC=CC=2)=CC=1. The product is [Cl:32][C:33]1[CH:34]=[C:35]([C:18]2[CH:19]=[CH:20][CH:21]=[CH:22][C:17]=2[CH2:16][C:12]2[N:11]3[CH2:24][CH2:25][N:26]([CH:29]([CH3:30])[CH3:31])[C:27](=[O:28])[C:10]3=[C:9]([OH:8])[C:14](=[O:15])[N:13]=2)[CH:36]=[CH:37][C:38]=1[Cl:39]. The yield is 0.152.